This data is from Catalyst prediction with 721,799 reactions and 888 catalyst types from USPTO. The task is: Predict which catalyst facilitates the given reaction. (1) Reactant: C(S[C:4]1[N:13]=[CH:12][C:11]2[C:6](=[CH:7][C:8]([O:14][CH:15]3[CH2:20][CH2:19][N:18]([C:21]([O:23][C:24]([CH3:27])([CH3:26])[CH3:25])=[O:22])[CH2:17][CH2:16]3)=[CH:9][CH:10]=2)[N:5]=1)C.O[O:29][S:30]([O-:32])=O.[K+].[CH2:34]1COC[CH2:35]1. Product: [CH2:34]([S:30]([C:4]1[N:13]=[CH:12][C:11]2[C:6](=[CH:7][C:8]([O:14][CH:15]3[CH2:20][CH2:19][N:18]([C:21]([O:23][C:24]([CH3:26])([CH3:25])[CH3:27])=[O:22])[CH2:17][CH2:16]3)=[CH:9][CH:10]=2)[N:5]=1)(=[O:32])=[O:29])[CH3:35]. The catalyst class is: 6. (2) Reactant: [CH3:1][O:2][C:3]1[CH:8]=[CH:7][C:6]([CH:9]([C:12]([C:14]2[CH:15]=[N:16][C:17]([O:20]C)=[CH:18][CH:19]=2)=[O:13])C#N)=[CH:5][CH:4]=1.Cl. Product: [OH:20][C:17]1[N:16]=[CH:15][C:14]([C:12](=[O:13])[CH2:9][C:6]2[CH:7]=[CH:8][C:3]([O:2][CH3:1])=[CH:4][CH:5]=2)=[CH:19][CH:18]=1. The catalyst class is: 12. (3) Reactant: C[O:2][C:3]1[CH:4]=[C:5]([CH:27]=[CH:28][CH:29]=1)[CH2:6][C:7]1[C:11]2[C:12](=[O:26])[N:13]([C:20]3[CH:25]=[CH:24][CH:23]=[CH:22][CH:21]=3)[C:14]3[N:15]=[CH:16][CH:17]=[CH:18][C:19]=3[C:10]=2[NH:9][N:8]=1.Br.O. Product: [OH:2][C:3]1[CH:4]=[C:5]([CH:27]=[CH:28][CH:29]=1)[CH2:6][C:7]1[C:11]2[C:12](=[O:26])[N:13]([C:20]3[CH:25]=[CH:24][CH:23]=[CH:22][CH:21]=3)[C:14]3[N:15]=[CH:16][CH:17]=[CH:18][C:19]=3[C:10]=2[NH:9][N:8]=1. The catalyst class is: 15. (4) Reactant: [Si:1]([O:8][CH2:9][CH2:10][N:11]([CH3:27])[CH:12]1[CH2:17][CH2:16][N:15]([C:18]2[CH:23]=[CH:22][C:21]([N+:24]([O-])=O)=[CH:20][CH:19]=2)[CH2:14][CH2:13]1)([C:4]([CH3:7])([CH3:6])[CH3:5])([CH3:3])[CH3:2]. Product: [NH2:24][C:21]1[CH:20]=[CH:19][C:18]([N:15]2[CH2:16][CH2:17][CH:12]([N:11]([CH2:10][CH2:9][O:8][Si:1]([C:4]([CH3:7])([CH3:6])[CH3:5])([CH3:3])[CH3:2])[CH3:27])[CH2:13][CH2:14]2)=[CH:23][CH:22]=1. The catalyst class is: 29. (5) Reactant: [C:1]1([O:7][C:8]2[CH:13]=[CH:12][C:11]([C:14]3[C:22]4[C:21](Cl)=[N:20][CH:19]=[N:18][C:17]=4[N:16]([C@H:24]4[CH2:29][CH2:28][C@H:27]([N:30]5[CH2:35][CH2:34][N:33]([CH3:36])[CH2:32][CH2:31]5)[CH2:26][CH2:25]4)[CH:15]=3)=[CH:10][C:9]=2[F:37])[CH:6]=[CH:5][CH:4]=[CH:3][CH:2]=1.[C:38]([OH:41])(=[O:40])[CH3:39].COC1C=C(C2C3C(N)=NC=NC=3[N:59]([C@H]3CC[C@H](N4CCN(C)CC4)CC3)C=2)C=CC=1OC1C=CC=CC=1.CO[C@@H]1[C@@H:95]([C:96]([O:98]C)=[O:97])[C@@H]2[C@@H](CN3[C@H](C2)C2NC4C=C(OC)C=CC=4C=2CC3)C[C@H]1[O:98][C:96]([C:95]1C=C(OC)C(OC)=C(OC)C=1)=[O:97]. Product: [C:38]([OH:41])(=[O:40])[CH3:39].[C:96]([OH:98])(=[O:97])[CH3:95].[F:37][C:9]1[CH:10]=[C:11]([C:14]2[C:22]3[C:21]([NH2:59])=[N:20][CH:19]=[N:18][C:17]=3[N:16]([C@H:24]3[CH2:29][CH2:28][C@H:27]([N:30]4[CH2:35][CH2:34][N:33]([CH3:36])[CH2:32][CH2:31]4)[CH2:26][CH2:25]3)[CH:15]=2)[CH:12]=[CH:13][C:8]=1[O:7][C:1]1[CH:6]=[CH:5][CH:4]=[CH:3][CH:2]=1. The catalyst class is: 10. (6) Reactant: [NH2:1][C:2]1[CH:33]=[CH:32][C:31]([CH3:34])=[CH:30][C:3]=1[C:4]([N:6]([CH2:19][C:20]1[CH:25]=[CH:24][C:23]([C:26]([CH3:29])([CH3:28])[CH3:27])=[CH:22][CH:21]=1)[CH2:7][CH2:8][C:9]1[CH:14]=[CH:13][CH:12]=[C:11]([C:15]([F:18])([F:17])[F:16])[CH:10]=1)=[O:5].[Br:35]N1C(=O)CCC1=O.O.C(Cl)Cl. Product: [NH2:1][C:2]1[C:33]([Br:35])=[CH:32][C:31]([CH3:34])=[CH:30][C:3]=1[C:4]([N:6]([CH2:19][C:20]1[CH:21]=[CH:22][C:23]([C:26]([CH3:29])([CH3:28])[CH3:27])=[CH:24][CH:25]=1)[CH2:7][CH2:8][C:9]1[CH:14]=[CH:13][CH:12]=[C:11]([C:15]([F:16])([F:17])[F:18])[CH:10]=1)=[O:5]. The catalyst class is: 10. (7) Reactant: Cl[C:2]1[CH:7]=[C:6]([N:8]2[CH2:12][CH2:11][C@H:10]([F:13])[CH2:9]2)[CH:5]=[C:4]([Cl:14])[N:3]=1.[NH2:15][C:16]1[S:17][C:18]([CH3:21])=[CH:19][N:20]=1.CC1(C)C2C(=C(P(C3C=CC=CC=3)C3C=CC=CC=3)C=CC=2)OC2C(P(C3C=CC=CC=3)C3C=CC=CC=3)=CC=CC1=2.C([O-])([O-])=O.[Na+].[Na+]. Product: [Cl:14][C:4]1[N:3]=[C:2]([NH:15][C:16]2[S:17][C:18]([CH3:21])=[CH:19][N:20]=2)[CH:7]=[C:6]([N:8]2[CH2:12][CH2:11][C@H:10]([F:13])[CH2:9]2)[CH:5]=1. The catalyst class is: 62. (8) Reactant: [NH:1]1[C:9]2[CH:8]=[CH:7][CH:6]=[C:5]([C:10]#[N:11])[C:4]=2[CH:3]=[CH:2]1.C1C(=O)N([Cl:19])C(=O)C1. Product: [Cl:19][C:3]1[C:4]2[C:5]([C:10]#[N:11])=[CH:6][CH:7]=[CH:8][C:9]=2[NH:1][CH:2]=1. The catalyst class is: 31. (9) Reactant: [NH2:1][C@@H:2]([C:6]1[O:7][C:8]2[C:13]([C:14](=[O:23])[C:15]=1[CH2:16][C:17]1[CH:22]=[CH:21][CH:20]=[CH:19][CH:18]=1)=[CH:12][CH:11]=[C:10]([Cl:24])[CH:9]=2)[CH:3]([CH3:5])[CH3:4].C([O-])([O-])=O.[K+].[K+].Br[CH2:32][C:33](=[O:46])[CH2:34][N:35]1[C:39](=[O:40])[C:38]2=[CH:41][CH:42]=[CH:43][CH:44]=[C:37]2[C:36]1=[O:45]. Product: [C:36]1(=[O:45])[N:35]([CH2:34][C:33](=[O:46])[CH2:32][NH:1][C@@H:2]([C:6]2[O:7][C:8]3[C:13]([C:14](=[O:23])[C:15]=2[CH2:16][C:17]2[CH:22]=[CH:21][CH:20]=[CH:19][CH:18]=2)=[CH:12][CH:11]=[C:10]([Cl:24])[CH:9]=3)[CH:3]([CH3:4])[CH3:5])[C:39](=[O:40])[C:38]2=[CH:41][CH:42]=[CH:43][CH:44]=[C:37]12. The catalyst class is: 3.